From a dataset of KCNQ2 potassium channel screen with 302,405 compounds. Binary Classification. Given a drug SMILES string, predict its activity (active/inactive) in a high-throughput screening assay against a specified biological target. (1) The drug is Fc1ccc(COc2c(OC)cc(CNCc3ccc(cc3)C(O)=O)cc2)cc1. The result is 0 (inactive). (2) The molecule is S(=O)(=O)(N1CCOCC1)c1cc2nc(SCC(=O)NC3CCCc4c3cccc4)oc2cc1. The result is 0 (inactive).